From a dataset of M1 muscarinic receptor antagonist screen with 61,756 compounds. Binary Classification. Given a drug SMILES string, predict its activity (active/inactive) in a high-throughput screening assay against a specified biological target. (1) The molecule is S(=O)(=O)(N1CCCC1)c1cc(ccc1)C(=O)c1oc(nn1)c1ccncc1. The result is 0 (inactive). (2) The drug is n1(nc(nn1)N)Cc1ccccc1. The result is 0 (inactive).